Dataset: Reaction yield outcomes from USPTO patents with 853,638 reactions. Task: Predict the reaction yield, written as a fraction of the theoretical maximum amount of product (1.0 means a 100% yield; for example, 0.34 means a 34% yield). (1) The reactants are [Br-].[CH2:2]([Zn+])[C:3]1[CH:8]=[CH:7][CH:6]=[CH:5][CH:4]=1.C1COCC1.[O:15]1[C:19]2[CH:20]=[CH:21][C:22]([C:24]3([C:27]([NH:29][C:30]4[CH:35]=[CH:34][N:33]=[C:32](Cl)[CH:31]=4)=[O:28])[CH2:26][CH2:25]3)=[CH:23][C:18]=2[O:17][CH2:16]1. The catalyst is C1C=CC(P(C2C=CC=CC=2)[C-]2C=CC=C2)=CC=1.C1C=CC(P(C2C=CC=CC=2)[C-]2C=CC=C2)=CC=1.Cl[Pd]Cl.[Fe+2]. The product is [O:15]1[C:19]2[CH:20]=[CH:21][C:22]([C:24]3([C:27]([NH:29][C:30]4[CH:35]=[CH:34][N:33]=[C:32]([CH2:2][C:3]5[CH:8]=[CH:7][CH:6]=[CH:5][CH:4]=5)[CH:31]=4)=[O:28])[CH2:26][CH2:25]3)=[CH:23][C:18]=2[O:17][CH2:16]1. The yield is 0.480. (2) The catalyst is O. The yield is 0.670. The product is [S:12]1[C:7]2[C:2](=[N:3][CH:4]=[CH:5][N:6]=2)[NH:1][C:10]1=[S:11]. The reactants are [NH2:1][C:2]1[C:7](Cl)=[N:6][CH:5]=[CH:4][N:3]=1.O(CC)[C:10]([S-:12])=[S:11].[K+].CN1CCCC1=O.C(O)(=O)C. (3) The reactants are [Cl:1][C:2]1[CH:3]=[C:4]([C:8]([C:11]#[C:12][C:13]2[CH:14]=[N:15][CH:16]=[C:17]([F:20])[C:18]=2[CH3:19])=[CH:9][N:10]=1)[CH:5]=[N:6][OH:7]. The catalyst is C(Cl)(Cl)Cl.C(Cl)Cl.CO.[N+]([O-])([O-])=O.[Ag+]. The product is [Cl:1][C:2]1[CH:3]=[C:4]2[C:8]([CH:11]=[C:12]([C:13]3[CH:14]=[N:15][CH:16]=[C:17]([F:20])[C:18]=3[CH3:19])[N+:6]([O-:7])=[CH:5]2)=[CH:9][N:10]=1. The yield is 0.660. (4) The reactants are [F:1][C:2]1[CH:3]=[CH:4][C:5]([C:8]#[N:9])=[N:6][CH:7]=1.C[Mg]Br.[C:13](OC(=O)C)(=[O:15])[CH3:14].[C:20](=O)([O-])O.[Na+]. The catalyst is O1CCCC1.ClCCl. The product is [F:1][C:2]1[CH:3]=[CH:4][C:5]([C:8]([NH:9][C:13](=[O:15])[CH3:14])=[CH2:20])=[N:6][CH:7]=1. The yield is 0.310. (5) The reactants are [Na].[C:2]([O:8][CH2:9][CH3:10])(=[O:7])[CH2:3][C:4]([CH3:6])=O.BrC1C=[CH:19][C:18]([Cl:21])=[CH:17][C:13]=1[C:14]([OH:16])=[O:15]. The catalyst is C(O)C.[Cu]Br. The product is [Cl:21][C:18]1[CH:19]=[CH:6][C:4]([CH2:3][C:2]([O:8][CH2:9][CH3:10])=[O:7])=[C:13]([CH:17]=1)[C:14]([OH:16])=[O:15]. The yield is 0.940. (6) The reactants are [F:1][C:2]1[CH:7]=[C:6]([N+:8]([O-:10])=[O:9])[CH:5]=[C:4]([F:11])[C:3]=1F.[NH:13]1[CH2:18][CH2:17][O:16][CH2:15][CH2:14]1.CCN(CC)CC. The catalyst is CCOC(C)=O. The product is [F:11][C:4]1[CH:5]=[C:6]([N+:8]([O-:10])=[O:9])[CH:7]=[C:2]([F:1])[C:3]=1[N:13]1[CH2:18][CH2:17][O:16][CH2:15][CH2:14]1. The yield is 0.980. (7) The yield is 0.400. The catalyst is O.Cl. The product is [CH2:16]([O:18][C:19]([CH:20]1[CH2:24][CH:25]2[N:35]([CH2:28][C:29]3[CH:34]=[CH:33][CH:32]=[CH:31][CH:30]=3)[CH:22]([CH2:1][C:2](=[O:3])[CH2:4]2)[CH2:21]1)=[O:27])[CH3:17]. The reactants are [CH2:1](C(O)=O)[C:2]([CH2:4]C(O)=O)=[O:3].C([O-])(=O)C.[Na+].[CH2:16]([O:18][C:19](=[O:27])[CH:20]([CH2:24][CH:25]=O)[CH2:21][CH:22]=O)[CH3:17].[CH2:28]([NH2:35])[C:29]1[CH:34]=[CH:33][CH:32]=[CH:31][CH:30]=1.C(=O)([O-])[O-].[K+].[K+]. (8) The reactants are [Cl:1][C:2]1[CH:7]=[CH:6][CH:5]=[CH:4][C:3]=1[N:8]1[CH2:14][C:13]2[CH:15]=[CH:16][C:17]([C:19](OC)=[O:20])=[CH:18][C:12]=2[O:11][CH2:10][C@@H:9]1[CH3:23].[NH2:24][OH:25].[OH-].[Na+]. The catalyst is C1COCC1.CO. The product is [Cl:1][C:2]1[CH:7]=[CH:6][CH:5]=[CH:4][C:3]=1[N:8]1[CH2:14][C:13]2[CH:15]=[CH:16][C:17]([C:19]([NH:24][OH:25])=[O:20])=[CH:18][C:12]=2[O:11][CH2:10][C@@H:9]1[CH3:23]. The yield is 0.0401. (9) The reactants are [CH2:1]([C:5]1[N:6]=[C:7]([CH3:27])[NH:8][C:9](=[O:26])[C:10]=1[CH2:11][C:12]1[CH:17]=[CH:16][C:15]([C:18]2[C:19]([C:24]#[N:25])=[CH:20][CH:21]=[CH:22][CH:23]=2)=[CH:14][CH:13]=1)[CH2:2][CH2:3][CH3:4].[O:28]1[C:32]2[CH:33]=[C:34](B(O)O)[CH:35]=[CH:36][C:31]=2[CH2:30][CH2:29]1.C([N:42](CC)CC)C.N1C=CC=CC=1.[C:53]([O:56]CC)(=[O:55])C. The catalyst is C(Cl)Cl.C([O-])(=O)C.[Cu+2].C([O-])(=O)C. The product is [CH2:1]([C:5]1[N:6]=[C:7]([CH3:27])[N:8]([C:34]2[CH:35]=[CH:36][C:31]3[CH2:30][CH2:29][O:28][C:32]=3[CH:33]=2)[C:9](=[O:26])[C:10]=1[CH2:11][C:12]1[CH:17]=[CH:16][C:15]([C:18]2[CH:23]=[CH:22][CH:21]=[CH:20][C:19]=2[C:24]2[NH:42][C:53](=[O:55])[O:56][N:25]=2)=[CH:14][CH:13]=1)[CH2:2][CH2:3][CH3:4]. The yield is 0.830. (10) The reactants are C[N:2](C)[CH:3]=[CH:4][C:5]([C:7]1[C:12](=[O:13])[CH:11]=[CH:10][N:9]([C:14]2[CH:19]=[CH:18][CH:17]=[C:16]([C:20]([F:23])([F:22])[F:21])[CH:15]=2)[N:8]=1)=O.Cl.[Cl:26][C:27]1[CH:32]=[CH:31][CH:30]=[CH:29][C:28]=1[NH:33]N.CCN(CC)CC. The catalyst is C(O)C. The product is [Cl:26][C:27]1[CH:32]=[CH:31][CH:30]=[CH:29][C:28]=1[N:33]1[C:5]([C:7]2[C:12](=[O:13])[CH:11]=[CH:10][N:9]([C:14]3[CH:19]=[CH:18][CH:17]=[C:16]([C:20]([F:23])([F:22])[F:21])[CH:15]=3)[N:8]=2)=[CH:4][CH:3]=[N:2]1. The yield is 0.340.